This data is from Catalyst prediction with 721,799 reactions and 888 catalyst types from USPTO. The task is: Predict which catalyst facilitates the given reaction. (1) Reactant: [Cl:1][C:2]1[CH:3]=[C:4]([CH:9]([CH2:18][NH:19][CH3:20])[CH:10]([C:12]2[CH:17]=[CH:16][CH:15]=[CH:14][CH:13]=2)[OH:11])[CH:5]=[CH:6][C:7]=1[Cl:8].[OH-].[Na+]. Product: [Cl:1][C:2]1[CH:3]=[C:4]([C@H:9]([CH2:18][NH:19][CH3:20])[C@H:10]([C:12]2[CH:13]=[CH:14][CH:15]=[CH:16][CH:17]=2)[OH:11])[CH:5]=[CH:6][C:7]=1[Cl:8]. The catalyst class is: 2. (2) Product: [Cl:1][C:2]1[CH:3]=[C:4]([NH:8][C:9]2[N:14]=[C:13]([C:15]3[CH:20]=[CH:19][N:18]=[C:17]([C:21]([N:26]([CH3:27])[CH3:24])=[O:23])[CH:16]=3)[CH:12]=[CH:11][N:10]=2)[CH:5]=[CH:6][CH:7]=1. Reactant: [Cl:1][C:2]1[CH:3]=[C:4]([NH:8][C:9]2[N:14]=[C:13]([C:15]3[CH:20]=[CH:19][N:18]=[C:17]([C:21]([OH:23])=O)[CH:16]=3)[CH:12]=[CH:11][N:10]=2)[CH:5]=[CH:6][CH:7]=1.[CH2:24]([N:26](CC)[CH2:27]C)C.CC(C)(C)C(Cl)=O.CNC. The catalyst class is: 489. (3) Reactant: [CH2:1]([O:8][C:9]1[CH:10]=[C:11]([CH:15]([NH:19][C:20]2[CH:25]=[CH:24][C:23](/[C:26](/[NH:35]C(OC(C)(C)C)=O)=[N:27]/C(OC(C)(C)C)=O)=[CH:22][CH:21]=2)[C:16]([O-:18])=O)[CH:12]=[CH:13][CH:14]=1)[C:2]1[CH:7]=[CH:6][CH:5]=[CH:4][CH:3]=1.[F:43][C:44]([F:49])([F:48])[C:45]([OH:47])=[O:46]. Product: [F:43][C:44]([F:49])([F:48])[C:45]([OH:47])=[O:46].[CH2:1]([O:8][C:9]1[CH:10]=[C:11]([CH:15]([NH:19][C:20]2[CH:21]=[CH:22][C:23]([C:26](=[NH:27])[NH2:35])=[CH:24][CH:25]=2)[C:16]([O:46][CH3:45])=[O:18])[CH:12]=[CH:13][CH:14]=1)[C:2]1[CH:7]=[CH:6][CH:5]=[CH:4][CH:3]=1. The catalyst class is: 2. (4) Reactant: [CH3:1][O:2][C:3]1[CH:8]=[CH:7][C:6]([S:9](Cl)(=[O:11])=[O:10])=[CH:5][C:4]=1[N:13]1[CH2:18][CH2:17][N:16](C(=O)C(F)(F)F)[CH2:15][CH2:14]1.[F:25][C:26]1[C:35]2[C:30](=[CH:31][CH:32]=[CH:33][CH:34]=2)[C:29]([Mg]Br)=[CH:28][CH:27]=1.[Cl-].[NH4+]. Product: [F:25][C:26]1[C:35]2[C:30](=[CH:31][CH:32]=[CH:33][CH:34]=2)[C:29]([S:9]([C:6]2[CH:7]=[CH:8][C:3]([O:2][CH3:1])=[C:4]([N:13]3[CH2:14][CH2:15][NH:16][CH2:17][CH2:18]3)[CH:5]=2)(=[O:10])=[O:11])=[CH:28][CH:27]=1. The catalyst class is: 1. (5) Reactant: Cl.[NH2:2][CH2:3][C:4]1[CH:5]=[CH:6][C:7]([Cl:26])=[C:8]([C:10]2[NH:14][C:13](=[O:15])[N:12]([C:16]3[CH:25]=[CH:24][C:19]([C:20]([O:22][CH3:23])=[O:21])=[CH:18][CH:17]=3)[N:11]=2)[CH:9]=1.[CH:27]1([C:30](Cl)=[O:31])[CH2:29][CH2:28]1.CCN(C(C)C)C(C)C. Product: [Cl:26][C:7]1[CH:6]=[CH:5][C:4]([CH2:3][NH:2][C:30]([CH:27]2[CH2:29][CH2:28]2)=[O:31])=[CH:9][C:8]=1[C:10]1[NH:14][C:13](=[O:15])[N:12]([C:16]2[CH:25]=[CH:24][C:19]([C:20]([O:22][CH3:23])=[O:21])=[CH:18][CH:17]=2)[N:11]=1. The catalyst class is: 1. (6) Reactant: Cl[C:2]1[C:3]2[CH:11]=[CH:10][N:9]([S:12]([C:15]3[CH:20]=[CH:19][C:18]([CH3:21])=[CH:17][CH:16]=3)(=[O:14])=[O:13])[C:4]=2[N:5]=[C:6]([I:8])[N:7]=1.[C:22]([NH2:26])([CH3:25])([CH3:24])[CH3:23].CCN(C(C)C)C(C)C. Product: [CH3:23][C:22]([NH:26][C:2]1[C:3]2[CH:11]=[CH:10][N:9]([S:12]([C:15]3[CH:20]=[CH:19][C:18]([CH3:21])=[CH:17][CH:16]=3)(=[O:14])=[O:13])[C:4]=2[N:5]=[C:6]([I:8])[N:7]=1)([CH3:25])[CH3:24]. The catalyst class is: 8.